From a dataset of Antibody paratope prediction from SAbDab with 1,023 antibody chains. Token-level Classification. Given an antibody amino acid sequence, predict which amino acid positions are active in antigen binding. Output is a list of indices for active paratope positions. (1) Given the antibody sequence: PVLTQTPPSASEPVGGTVTIKCQASQAIDEYLGWYQQKPGQRPKLLMYYASTLASGVPSRFKGSGSGTQFTLTISDLECADAATYYCQNYYVGSSTNYAFTFGGGTEVVVK, which amino acid positions are active in antigen binding (paratope)? The paratope positions are: [94, 95, 96, 97, 98]. (2) The paratope positions are: [30, 31, 32, 33, 34]. Given the antibody sequence: DVVLTQAPPTLSATIGQSVSISCRSSQSLLHRNGNTYLNWLLQRPGQPPQLLIYLVSRLESGVPNRFSGSGSGTAFTLKISGLEAEDLGVYYCVQGTHAPLTFGSGTKLEIK, which amino acid positions are active in antigen binding (paratope)?